From a dataset of Catalyst prediction with 721,799 reactions and 888 catalyst types from USPTO. Predict which catalyst facilitates the given reaction. Reactant: N(=[CH:3]/[C:4]1[C:9]([OH:10])=[CH:8][C:7]([O:11]CCCCBr)=[CH:6][CH:5]=1)\N=[CH:3]\[C:4]1[C:9]([OH:10])=[CH:8][C:7]([O:11]CCCCBr)=[CH:6][CH:5]=1.C([O-])([O-])=[O:32].[Cs+].[Cs+].C(OC(=O)C)(=O)C. The catalyst class is: 3. Product: [OH:10][C:9]1[CH:8]=[C:7]([OH:11])[CH:6]=[CH:5][C:4]=1[CH:3]=[O:32].